Dataset: NCI-60 drug combinations with 297,098 pairs across 59 cell lines. Task: Regression. Given two drug SMILES strings and cell line genomic features, predict the synergy score measuring deviation from expected non-interaction effect. (1) Drug 1: CCCS(=O)(=O)NC1=C(C(=C(C=C1)F)C(=O)C2=CNC3=C2C=C(C=N3)C4=CC=C(C=C4)Cl)F. Drug 2: CS(=O)(=O)CCNCC1=CC=C(O1)C2=CC3=C(C=C2)N=CN=C3NC4=CC(=C(C=C4)OCC5=CC(=CC=C5)F)Cl. Cell line: IGROV1. Synergy scores: CSS=37.3, Synergy_ZIP=6.21, Synergy_Bliss=7.23, Synergy_Loewe=-6.03, Synergy_HSA=6.99. (2) Drug 1: CN(C)N=NC1=C(NC=N1)C(=O)N. Drug 2: C1CC(=O)NC(=O)C1N2C(=O)C3=CC=CC=C3C2=O. Cell line: HS 578T. Synergy scores: CSS=-2.77, Synergy_ZIP=-0.567, Synergy_Bliss=-1.50, Synergy_Loewe=-4.57, Synergy_HSA=-3.14.